From a dataset of Reaction yield outcomes from USPTO patents with 853,638 reactions. Predict the reaction yield, written as a fraction of the theoretical maximum amount of product (1.0 means a 100% yield; for example, 0.34 means a 34% yield). (1) The reactants are [CH3:1][S:2]([C:5]1[CH:10]=[CH:9][C:8]([CH:11]([CH2:20][CH:21]2[CH2:25][CH2:24][CH2:23][CH:22]2[O:26]C2CCCCO2)[C:12]([NH:14][C:15]2[S:16][CH:17]=[CH:18][N:19]=2)=[O:13])=[CH:7][CH:6]=1)(=[O:4])=[O:3].C1(C)C=CC(S([O-])(=O)=O)=CC=1.[NH+]1C=CC=CC=1. The catalyst is C(O)C. The product is [OH:26][CH:22]1[CH2:23][CH2:24][CH2:25][CH:21]1[CH2:20][CH:11]([C:8]1[CH:7]=[CH:6][C:5]([S:2]([CH3:1])(=[O:4])=[O:3])=[CH:10][CH:9]=1)[C:12]([NH:14][C:15]1[S:16][CH:17]=[CH:18][N:19]=1)=[O:13]. The yield is 0.270. (2) The reactants are Cl.[NH:2]1[CH2:7][CH2:6][CH:5]([N:8]2[C:13]3[C:14]4[CH:20]=[CH:19][N:18]([CH2:21][O:22][CH2:23][CH2:24][Si:25]([CH3:28])([CH3:27])[CH3:26])[C:15]=4[N:16]=[CH:17][C:12]=3[C:11](=[O:29])[NH:10][C:9]2=[O:30])[CH2:4][CH2:3]1.[C:31]([C:33]1[CH:40]=[CH:39][C:36]([CH:37]=O)=[CH:35][CH:34]=1)#[N:32].B.N1C=CC=CC=1C.[OH-].[Na+]. The catalyst is CO.C(O)(=O)C. The product is [O:30]=[C:9]1[N:8]([CH:5]2[CH2:4][CH2:3][N:2]([CH2:37][C:36]3[CH:39]=[CH:40][C:33]([C:31]#[N:32])=[CH:34][CH:35]=3)[CH2:7][CH2:6]2)[C:13]2[C:14]3[CH:20]=[CH:19][N:18]([CH2:21][O:22][CH2:23][CH2:24][Si:25]([CH3:27])([CH3:26])[CH3:28])[C:15]=3[N:16]=[CH:17][C:12]=2[C:11](=[O:29])[NH:10]1. The yield is 0.400. (3) The reactants are [NH2:1][C:2]1[CH:3]=[C:4]2[C:20](=[O:21])[NH:19][N:18]=[CH:17][C:6]3=[C:7]([C:11]4[CH:16]=[CH:15][CH:14]=[CH:13][CH:12]=4)[NH:8][C:9]([CH:10]=1)=[C:5]23.[O:22]([CH2:29][C:30](O)=[O:31])[C:23]1[CH:28]=[CH:27][CH:26]=[CH:25][CH:24]=1.C(N(CC)CC)C.CN(C(ON1N=NC2C=CC=NC1=2)=[N+](C)C)C.F[P-](F)(F)(F)(F)F. The catalyst is CN(C)C=O.C(OCC)C.C(OCC)(=O)C.CCCCCC. The product is [O:21]=[C:20]1[C:4]2[C:5]3[C:6](=[C:7]([C:11]4[CH:12]=[CH:13][CH:14]=[CH:15][CH:16]=4)[NH:8][C:9]=3[CH:10]=[C:2]([NH:1][C:30](=[O:31])[CH2:29][O:22][C:23]3[CH:28]=[CH:27][CH:26]=[CH:25][CH:24]=3)[CH:3]=2)[CH:17]=[N:18][NH:19]1. The yield is 0.200. (4) The reactants are [C:1]([C:4]1[C:22](=[O:23])[C@@:8]2([CH3:24])[C:9]3[C:15]([OH:16])=[CH:14][C:13]([O:17][CH3:18])=[C:12]([C:19]([NH2:21])=[O:20])[C:10]=3[O:11][C:7]2=[CH:6][C:5]=1[OH:25])(=[O:3])[CH3:2].[CH2:26]([C:28]1[CH:35]=[C:34]([CH2:36][CH3:37])[CH:33]=[C:32]([CH2:38][CH3:39])[C:29]=1[CH:30]=O)[CH3:27].C([SiH](CC)CC)C.FC(F)(F)C(O)=O. The catalyst is C(#N)C. The product is [C:1]([C:4]1[C:22](=[O:23])[C@@:8]2([CH3:24])[C:9]3[C:15]([OH:16])=[CH:14][C:13]([O:17][CH3:18])=[C:12]([C:19]([NH:21][CH2:30][C:29]4[C:28]([CH2:26][CH3:27])=[CH:35][C:34]([CH2:36][CH3:37])=[CH:33][C:32]=4[CH2:38][CH3:39])=[O:20])[C:10]=3[O:11][C:7]2=[CH:6][C:5]=1[OH:25])(=[O:3])[CH3:2]. The yield is 0.590.